From a dataset of Forward reaction prediction with 1.9M reactions from USPTO patents (1976-2016). Predict the product of the given reaction. (1) Given the reactants [CH3:1][C:2]1[N:24]=[C:5]2[N:6]=[C:7]([C:16]3[CH:23]=[CH:22][C:19]([CH:20]=O)=[CH:18][CH:17]=3)[C:8]([C:10]3[CH:15]=[CH:14][CH:13]=[CH:12][CH:11]=3)=[CH:9][N:4]2[N:3]=1.Cl.[NH:26]1[CH2:31][CH2:30][CH:29]([C:32]2[NH:40][C:35]3[CH:36]=[N:37][CH:38]=[CH:39][C:34]=3[N:33]=2)[CH2:28][CH2:27]1.[BH-](OC(C)=O)(OC(C)=O)OC(C)=O.[Na+], predict the reaction product. The product is: [N:33]1[C:34]2[CH:39]=[CH:38][N:37]=[CH:36][C:35]=2[NH:40][C:32]=1[CH:29]1[CH2:30][CH2:31][N:26]([CH2:20][C:19]2[CH:22]=[CH:23][C:16]([C:7]3[C:8]([C:10]4[CH:15]=[CH:14][CH:13]=[CH:12][CH:11]=4)=[CH:9][N:4]4[N:3]=[C:2]([CH3:1])[N:24]=[C:5]4[N:6]=3)=[CH:17][CH:18]=2)[CH2:27][CH2:28]1. (2) Given the reactants [CH3:1][N:2]([CH3:14])[C:3]1[CH:4]=[C:5]([CH:10]=[C:11]([CH3:13])[N:12]=1)[C:6]([NH:8][OH:9])=[NH:7].Cl[C:16]1C=C(C=C(Cl)N=1)C#N, predict the reaction product. The product is: [CH2:1]([N:2]([CH3:14])[C:3]1[CH:4]=[C:5]([CH:10]=[C:11]([CH3:13])[N:12]=1)[C:6]([NH:8][OH:9])=[NH:7])[CH3:16]. (3) Given the reactants [O:1]1[C:5]2[CH:6]=[CH:7][C:8]([CH:10]([C:12]3[S:13][C:14](Br)=[CH:15][CH:16]=3)[OH:11])=[CH:9][C:4]=2[CH:3]=[CH:2]1.N.[CH3:19][N:20]1CCCC1=O, predict the reaction product. The product is: [O:1]1[C:5]2[CH:6]=[CH:7][C:8]([CH:10]([OH:11])[C:12]3[S:13][C:14]([C:19]#[N:20])=[CH:15][CH:16]=3)=[CH:9][C:4]=2[CH:3]=[CH:2]1. (4) Given the reactants [Br:1][C:2]1[CH:3]=[N:4][CH:5]=[C:6]([Br:11])[C:7]=1[CH:8]([OH:10])[CH3:9].CC(OI1(OC(C)=O)(OC(C)=O)OC(=O)C2C=CC=CC1=2)=O, predict the reaction product. The product is: [Br:11][C:6]1[CH:5]=[N:4][CH:3]=[C:2]([Br:1])[C:7]=1[C:8](=[O:10])[CH3:9]. (5) Given the reactants Cl[CH2:2][C:3]([NH:5][C@H:6]1[CH2:11][CH2:10][C@H:9]([NH:12][C:13]2[CH:18]=[C:17]([C:19]3[C:27]4[C:22](=[N:23][CH:24]=[C:25]([O:28][CH3:29])[CH:26]=4)[NH:21][CH:20]=3)[CH:16]=[C:15]([Cl:30])[N:14]=2)[CH2:8][CH2:7]1)=[O:4].[CH:31]1([NH2:37])[CH2:36][CH2:35][CH2:34][CH2:33][CH2:32]1.C(N(CC)CC)C, predict the reaction product. The product is: [Cl:30][C:15]1[N:14]=[C:13]([NH:12][C@H:9]2[CH2:10][CH2:11][C@H:6]([NH:5][C:3](=[O:4])[CH2:2][NH:37][CH:31]3[CH2:36][CH2:35][CH2:34][CH2:33][CH2:32]3)[CH2:7][CH2:8]2)[CH:18]=[C:17]([C:19]2[C:27]3[C:22](=[N:23][CH:24]=[C:25]([O:28][CH3:29])[CH:26]=3)[NH:21][CH:20]=2)[CH:16]=1. (6) Given the reactants [F:1][C:2]1[CH:7]=[C:6]([CH3:8])[C:5]([S:9][CH2:10][C:11]([F:14])([F:13])[F:12])=[CH:4][C:3]=1[N:15]1[C:20](=[O:21])[NH:19][C:18](=[O:22])[C:17](C(O)=O)=[N:16]1, predict the reaction product. The product is: [F:1][C:2]1[CH:7]=[C:6]([CH3:8])[C:5]([S:9][CH2:10][C:11]([F:13])([F:14])[F:12])=[CH:4][C:3]=1[N:15]1[C:20](=[O:21])[NH:19][C:18](=[O:22])[CH:17]=[N:16]1.